This data is from Reaction yield outcomes from USPTO patents with 853,638 reactions. The task is: Predict the reaction yield, written as a fraction of the theoretical maximum amount of product (1.0 means a 100% yield; for example, 0.34 means a 34% yield). (1) The reactants are COP([C:7](=[N+:11]=[N-])[C:8](=O)[CH3:9])(=O)OC.[C:13]([NH:17][C:18]1C(C=O)=N[C:21]2[C:26]([N:27]=1)=[C:25]([C:28]1[NH:36][C:35]3[CH2:34][CH2:33][NH:32][C:31](=[O:37])[C:30]=3[CH:29]=1)[CH:24]=[CH:23][CH:22]=2)([CH3:16])([CH3:15])[CH3:14].C([O-])([O-])=O.[K+].[K+].CO.C(Cl)Cl. The catalyst is CO.CCOCC. The product is [C:13]([NH:17][C:18]1[C:7]([C:8]#[CH:9])=[N:11][C:21]2[C:26]([N:27]=1)=[C:25]([C:28]1[NH:36][C:35]3[CH2:34][CH2:33][NH:32][C:31](=[O:37])[C:30]=3[CH:29]=1)[CH:24]=[CH:23][CH:22]=2)([CH3:16])([CH3:14])[CH3:15]. The yield is 0.150. (2) The reactants are [Br:1][C:2]1[C:3](=[O:9])[NH:4][CH:5]=[C:6]([F:8])[CH:7]=1.I[CH3:11]. The catalyst is C1(C)C=CC=CC=1. The product is [Br:1][C:2]1[C:3]([O:9][CH3:11])=[N:4][CH:5]=[C:6]([F:8])[CH:7]=1. The yield is 0.438. (3) The reactants are [NH2:1][C:2]1[N:6]([C:7]2[C:12]([Cl:13])=[CH:11][C:10]([C:14]([F:17])([F:16])[F:15])=[CH:9][C:8]=2[Cl:18])[N:5]=[C:4]([C:19]#[N:20])[C:3]=1[CH:21]=O.BrN1C(=O)CCC1=O.[SH:31][CH2:32][CH2:33][CH2:34][SH:35].[OH-].[Na+]. The catalyst is ClCCl. The product is [NH2:1][C:2]1[N:6]([C:7]2[C:12]([Cl:13])=[CH:11][C:10]([C:14]([F:17])([F:16])[F:15])=[CH:9][C:8]=2[Cl:18])[N:5]=[C:4]([C:19]#[N:20])[C:3]=1[CH:21]1[S:35][CH2:34][CH2:33][CH2:32][S:31]1. The yield is 0.330. (4) The reactants are COC1C=C(C=CC=1OC)C[NH:7][C:8]1[N:13]2[N:14]=[C:15]([C:17]3[O:18][CH:19]=[CH:20][CH:21]=3)[N:16]=[C:12]2[CH:11]=[C:10](/[CH:22]=[CH:23]/[CH2:24][OH:25])[N:9]=1.O.C(C1C(=O)C(Cl)=C(Cl)C(=O)C=1C#N)#N.C(=O)(O)[O-].[Na+]. The catalyst is ClCCl.C(Cl)(Cl)Cl. The product is [NH2:7][C:8]1[N:13]2[N:14]=[C:15]([C:17]3[O:18][CH:19]=[CH:20][CH:21]=3)[N:16]=[C:12]2[CH:11]=[C:10](/[CH:22]=[CH:23]/[CH2:24][OH:25])[N:9]=1. The yield is 0.870.